This data is from Forward reaction prediction with 1.9M reactions from USPTO patents (1976-2016). The task is: Predict the product of the given reaction. (1) Given the reactants [Cl:1][C:2]1[CH:9]=[C:6]([CH:7]=O)[C:5]([OH:10])=[C:4]([I:11])[CH:3]=1.[F:12][C:13]([F:22])([F:21])/[CH:14]=[CH:15]/[C:16]([O:18][CH2:19][CH3:20])=[O:17].C(N(CC)CC)C.C(OCC)(=O)C, predict the reaction product. The product is: [Cl:1][C:2]1[CH:3]=[C:4]([I:11])[C:5]2[O:10][CH:14]([C:13]([F:12])([F:22])[F:21])[C:15]([C:16]([O:18][CH2:19][CH3:20])=[O:17])=[CH:7][C:6]=2[CH:9]=1. (2) Given the reactants [Br:1][C:2]1[CH:3]=[C:4]2[C:8](=[CH:9][CH:10]=1)[NH:7][C:6](=[O:11])[CH2:5]2.[CH3:12][C:13]1[C:21]2[C:16](=[CH:17][CH:18]=[CH:19][CH:20]=2)[NH:15][C:14]=1[CH:22]=O.N1CCCCC1, predict the reaction product. The product is: [Br:1][C:2]1[CH:3]=[C:4]2[C:8](=[CH:9][CH:10]=1)[NH:7][C:6](=[O:11])[C:5]2=[CH:22][C:14]1[NH:15][C:16]2[C:21]([C:13]=1[CH3:12])=[CH:20][CH:19]=[CH:18][CH:17]=2. (3) Given the reactants [C:1]([O:5][C:6](=[O:21])[NH:7][CH:8]([C:10]1[CH:15]=[C:14]([Cl:16])[C:13]([CH3:17])=[C:12](Br)[C:11]=1[O:19][CH3:20])[CH3:9])([CH3:4])([CH3:3])[CH3:2].CO[CH2:24][CH2:25]OC.C(=O)([O-])[O-].[K+].[K+].N1C=CC=CC=1.C(B1OB(C=C)OB(C=C)O1)=C, predict the reaction product. The product is: [C:1]([O:5][C:6](=[O:21])[NH:7][CH:8]([C:10]1[CH:15]=[C:14]([Cl:16])[C:13]([CH3:17])=[C:12]([CH:24]=[CH2:25])[C:11]=1[O:19][CH3:20])[CH3:9])([CH3:4])([CH3:3])[CH3:2]. (4) Given the reactants [C:1](=[O:17])([O-])[O:2][CH2:3][CH:4](N1C(=O)CCC1=O)[Si:5]([CH3:8])([CH3:7])[CH3:6].[C:18]([O:22][C:23]([NH:25][CH2:26][CH2:27][NH:28][CH2:29][C:30]([O:32][CH2:33][CH3:34])=[O:31])=[O:24])([CH3:21])([CH3:20])[CH3:19].C([O-])([O-])=O.[K+].[K+], predict the reaction product. The product is: [C:18]([O:22][C:23]([NH:25][CH2:26][CH2:27][N:28]([C:1]([O:2][CH2:3][CH2:4][Si:5]([CH3:6])([CH3:7])[CH3:8])=[O:17])[CH2:29][C:30]([O:32][CH2:33][CH3:34])=[O:31])=[O:24])([CH3:21])([CH3:20])[CH3:19].